The task is: Predict which catalyst facilitates the given reaction.. This data is from Catalyst prediction with 721,799 reactions and 888 catalyst types from USPTO. (1) Reactant: [CH2:1]([O:3][C:4]1[N:8]([C:9]2[C:10]([CH3:31])=[C:11]([CH:28]=[CH:29][CH:30]=2)[CH2:12][NH:13][C:14]2[CH:27]=[CH:26][C:17]3[C@H:18]([CH2:21][C:22]([O:24]C)=[O:23])[CH2:19][O:20][C:16]=3[CH:15]=2)[C:7]2[CH:32]=[CH:33][CH:34]=[CH:35][C:6]=2[N:5]=1)[CH3:2].[OH-].[Na+].O. Product: [CH2:1]([O:3][C:4]1[N:8]([C:9]2[C:10]([CH3:31])=[C:11]([CH:28]=[CH:29][CH:30]=2)[CH2:12][NH:13][C:14]2[CH:27]=[CH:26][C:17]3[C@H:18]([CH2:21][C:22]([OH:24])=[O:23])[CH2:19][O:20][C:16]=3[CH:15]=2)[C:7]2[CH:32]=[CH:33][CH:34]=[CH:35][C:6]=2[N:5]=1)[CH3:2]. The catalyst class is: 83. (2) Reactant: C[Si]([C:5]#[C:6][C:7]1[CH:8]=[C:9]([O:22][CH2:23][C:24]([O:26][C:27]([CH3:30])([CH3:29])[CH3:28])=[O:25])[CH:10]=[C:11]([O:13][CH2:14][C:15]([O:17][C:18]([CH3:21])([CH3:20])[CH3:19])=[O:16])[CH:12]=1)(C)C.[F-].C([N+](CCCC)(CCCC)CCCC)CCC. Product: [C:6]([C:7]1[CH:12]=[C:11]([O:13][CH2:14][C:15]([O:17][C:18]([CH3:21])([CH3:20])[CH3:19])=[O:16])[CH:10]=[C:9]([O:22][CH2:23][C:24]([O:26][C:27]([CH3:30])([CH3:29])[CH3:28])=[O:25])[CH:8]=1)#[CH:5]. The catalyst class is: 4.